From a dataset of Catalyst prediction with 721,799 reactions and 888 catalyst types from USPTO. Predict which catalyst facilitates the given reaction. (1) Reactant: C1(=O)OC(=O)C=C1.C(O)(=O)/C=C\C(O)=O.[C:16]([O:24][CH3:25])(=[O:23])/[CH:17]=[CH:18]\[C:19]([O:21][CH3:22])=[O:20]. Product: [C:16]([O:24][CH3:25])(=[O:23])[CH2:17][CH2:18][C:19]([O:21][CH3:22])=[O:20]. The catalyst class is: 1. (2) Reactant: [C:1]([O:5][C:6]([N:8]1[CH2:13][CH2:12][CH2:11][C:10]([NH:17][CH2:18][C:19]2[CH:20]=[C:21]3[C:26](=[CH:27][C:28]=2[O:29][CH3:30])[N:25]=[CH:24][N:23]=[C:22]3[NH:31][C:32]2[CH:37]=[CH:36][CH:35]=[C:34]([Cl:38])[C:33]=2[F:39])([C:14]([OH:16])=[O:15])[CH2:9]1)=[O:7])([CH3:4])([CH3:3])[CH3:2].C=O.[C:42](O[BH-](OC(=O)C)OC(=O)C)(=O)C.[Na+].C(=O)([O-])O.[Na+]. Product: [C:1]([O:5][C:6]([N:8]1[CH2:13][CH2:12][CH2:11][C:10]([N:17]([CH2:18][C:19]2[CH:20]=[C:21]3[C:26](=[CH:27][C:28]=2[O:29][CH3:30])[N:25]=[CH:24][N:23]=[C:22]3[NH:31][C:32]2[CH:37]=[CH:36][CH:35]=[C:34]([Cl:38])[C:33]=2[F:39])[CH3:42])([C:14]([OH:16])=[O:15])[CH2:9]1)=[O:7])([CH3:4])([CH3:2])[CH3:3]. The catalyst class is: 676. (3) Reactant: [C:1]([NH:4][CH2:5][CH2:6][CH2:7][S:8]([O:11][CH2:12][C:13]([CH3:39])([CH3:38])[C@@H:14]([O:30]CC1C=CC=CC=1)[C:15]([O:17][CH2:18][CH2:19][O:20][C:21]([O:23][CH:24]1[CH2:29][CH2:28][CH2:27][CH2:26][CH2:25]1)=[O:22])=[O:16])(=[O:10])=[O:9])(=[O:3])[CH3:2]. Product: [C:1]([NH:4][CH2:5][CH2:6][CH2:7][S:8]([O:11][CH2:12][C:13]([CH3:39])([CH3:38])[C@@H:14]([OH:30])[C:15]([O:17][CH2:18][CH2:19][O:20][C:21]([O:23][CH:24]1[CH2:29][CH2:28][CH2:27][CH2:26][CH2:25]1)=[O:22])=[O:16])(=[O:10])=[O:9])(=[O:3])[CH3:2]. The catalyst class is: 43. (4) Reactant: Br[C:2]1[CH:15]=[CH:14][C:5]([NH:6][CH2:7][CH:8]2[CH2:13][CH2:12][O:11][CH2:10][CH2:9]2)=[C:4]([S:16]([F:21])([F:20])([F:19])([F:18])[F:17])[CH:3]=1.[C:22](=[S:25])([O-:24])[CH3:23].[K+].CC1(C)C2C(=C(P(C3C=CC=CC=3)C3C=CC=CC=3)C=CC=2)OC2C(P(C3C=CC=CC=3)C3C=CC=CC=3)=CC=CC1=2.C(N(CC)C(C)C)(C)C. Product: [C:22]([O:24][C:2]1[CH:15]=[CH:14][C:5]([NH:6][CH2:7][CH:8]2[CH2:13][CH2:12][O:11][CH2:10][CH2:9]2)=[C:4]([S:16]([F:21])([F:20])([F:19])([F:18])[F:17])[CH:3]=1)(=[S:25])[CH3:23]. The catalyst class is: 62. (5) Reactant: [C:1]([O:5][C:6]([N:8]1[CH2:11][CH:10]([O:12][C:13]2[CH:14]=[C:15]([C:20]3[CH:25]=[CH:24][CH:23]=[CH:22][C:21]=3[C:26]([F:29])([F:28])[F:27])[CH:16]=[CH:17][C:18]=2O)[CH2:9]1)=[O:7])([CH3:4])([CH3:3])[CH3:2].C1C=CC2N([OH:39])N=NC=2C=1.[CH3:40][CH2:41][N:42]([CH2:45][CH3:46])[CH2:43]C.N(CC)CC.CCN=C=NCCCN(C)C.Cl.C([O-])(O)=O.[Na+]. Product: [C:1]([O:5][C:6]([N:8]1[CH2:9][CH:10]([O:12][C:13]2[CH:14]=[C:15]([C:20]3[CH:25]=[CH:24][CH:23]=[CH:22][C:21]=3[C:26]([F:27])([F:29])[F:28])[CH:16]=[CH:17][C:18]=2[C:43](=[O:39])[N:42]([CH2:45][CH3:46])[CH2:41][CH3:40])[CH2:11]1)=[O:7])([CH3:4])([CH3:3])[CH3:2]. The catalyst class is: 91. (6) The catalyst class is: 2. Reactant: [CH2:1]([C@@H:8]1[C@@H:16]([OH:17])[C@H:15]([CH3:18])[O:14][C:13](=[O:19])[C@@H:12]([N:20]([C:28]([O:30][C:31]([CH3:34])([CH3:33])[CH3:32])=[O:29])[C:21](=[O:27])[O:22][C:23]([CH3:26])([CH3:25])[CH3:24])[CH2:11][O:10][CH2:9]1)[C:2]1[CH:7]=[CH:6][CH:5]=[CH:4][CH:3]=1.[CH3:35]N(C1C2C(N(C)C)=CC=CC=2C=CC=1)C.F[B-](F)(F)F.C[O+](C)C. Product: [CH2:1]([C@@H:8]1[C@@H:16]([O:17][CH3:35])[C@H:15]([CH3:18])[O:14][C:13](=[O:19])[C@@H:12]([N:20]([C:21]([O:22][C:23]([CH3:26])([CH3:24])[CH3:25])=[O:27])[C:28](=[O:29])[O:30][C:31]([CH3:33])([CH3:32])[CH3:34])[CH2:11][O:10][CH2:9]1)[C:2]1[CH:3]=[CH:4][CH:5]=[CH:6][CH:7]=1.